Dataset: Retrosynthesis with 50K atom-mapped reactions and 10 reaction types from USPTO. Task: Predict the reactants needed to synthesize the given product. (1) The reactants are: CC(C)(C)OC(=O)NCCOc1ccc([N+](=O)[O-])cc1. Given the product CC(C)(C)OC(=O)NCCOc1ccc(N)cc1, predict the reactants needed to synthesize it. (2) Given the product COc1cc2[nH]ncc2cc1Nc1ncnc2sc3c(c12)CCC(C(=O)N1CC(C#N)C1)C3, predict the reactants needed to synthesize it. The reactants are: COc1cc2[nH]ncc2cc1Nc1ncnc2sc3c(c12)CCC(C(=O)O)C3.N#CC1CNC1. (3) Given the product COc1ccc(C(NC2=N[C@](C)(c3cc(-c4cn(-c5ccccn5)cn4)ccc3F)C(F)(F)C(C)(C)OC2)(c2ccccc2)c2ccc(OC)cc2)cc1, predict the reactants needed to synthesize it. The reactants are: Brc1cn(-c2ccccn2)cn1.COc1ccc(C(NC2=N[C@](C)(c3cc(B4OCC(C)(C)CO4)ccc3F)C(F)(F)C(C)(C)OC2)(c2ccccc2)c2ccc(OC)cc2)cc1. (4) Given the product CCNC(=O)c1ccccc1Nc1nc(Nc2cc3c(cc2OC)CCN(CC(C)(F)F)CC3)ncc1Cl, predict the reactants needed to synthesize it. The reactants are: CCNC(=O)c1ccccc1Nc1nc(Cl)ncc1Cl.COc1cc2c(cc1N)CCN(CC(C)(F)F)CC2.